This data is from Full USPTO retrosynthesis dataset with 1.9M reactions from patents (1976-2016). The task is: Predict the reactants needed to synthesize the given product. Given the product [CH2:10]([NH:9][C:8]1[C:3]([C:1]#[N:2])=[CH:4][C:5]([C:13]2[O:17][N:16]=[C:15]([C:18]3[CH:35]=[CH:34][C:21]4[CH2:22][CH2:23][NH:24][CH2:25][CH2:26][C:20]=4[CH:19]=3)[N:14]=2)=[CH:6][N:7]=1)[CH2:11][CH3:12], predict the reactants needed to synthesize it. The reactants are: [C:1]([C:3]1[CH:4]=[C:5]([C:13]2[O:17][N:16]=[C:15]([C:18]3[CH:35]=[CH:34][C:21]4[CH2:22][CH2:23][N:24](C(OC(C)(C)C)=O)[CH2:25][CH2:26][C:20]=4[CH:19]=3)[N:14]=2)[CH:6]=[N:7][C:8]=1[NH:9][CH2:10][CH2:11][CH3:12])#[N:2].FC(F)(F)C(O)=O.